Dataset: NCI-60 drug combinations with 297,098 pairs across 59 cell lines. Task: Regression. Given two drug SMILES strings and cell line genomic features, predict the synergy score measuring deviation from expected non-interaction effect. (1) Drug 1: C1=NNC2=C1C(=O)NC=N2. Drug 2: CC1=C(C(=O)C2=C(C1=O)N3CC4C(C3(C2COC(=O)N)OC)N4)N. Cell line: NCIH23. Synergy scores: CSS=50.5, Synergy_ZIP=0.791, Synergy_Bliss=1.97, Synergy_Loewe=-32.9, Synergy_HSA=2.32. (2) Drug 1: CCCS(=O)(=O)NC1=C(C(=C(C=C1)F)C(=O)C2=CNC3=C2C=C(C=N3)C4=CC=C(C=C4)Cl)F. Drug 2: C1CN(P(=O)(OC1)NCCCl)CCCl. Cell line: SF-295. Synergy scores: CSS=3.17, Synergy_ZIP=0.105, Synergy_Bliss=6.79, Synergy_Loewe=5.58, Synergy_HSA=6.55. (3) Drug 1: CC1=CC2C(CCC3(C2CCC3(C(=O)C)OC(=O)C)C)C4(C1=CC(=O)CC4)C. Drug 2: CC1C(C(=O)NC(C(=O)N2CCCC2C(=O)N(CC(=O)N(C(C(=O)O1)C(C)C)C)C)C(C)C)NC(=O)C3=C4C(=C(C=C3)C)OC5=C(C(=O)C(=C(C5=N4)C(=O)NC6C(OC(=O)C(N(C(=O)CN(C(=O)C7CCCN7C(=O)C(NC6=O)C(C)C)C)C)C(C)C)C)N)C. Cell line: SF-539. Synergy scores: CSS=38.4, Synergy_ZIP=15.4, Synergy_Bliss=14.7, Synergy_Loewe=15.8, Synergy_HSA=14.7. (4) Drug 1: C1C(C(OC1N2C=C(C(=O)NC2=O)F)CO)O. Drug 2: CC1C(C(CC(O1)OC2CC(CC3=C2C(=C4C(=C3O)C(=O)C5=CC=CC=C5C4=O)O)(C(=O)C)O)N)O. Cell line: HT29. Synergy scores: CSS=35.3, Synergy_ZIP=-4.95, Synergy_Bliss=-5.22, Synergy_Loewe=-2.44, Synergy_HSA=0.493.